From a dataset of Reaction yield outcomes from USPTO patents with 853,638 reactions. Predict the reaction yield, written as a fraction of the theoretical maximum amount of product (1.0 means a 100% yield; for example, 0.34 means a 34% yield). (1) The reactants are [CH3:1][O:2][C:3](=[O:10])[CH2:4][CH:5]([CH3:9])[C:6](O)=[O:7].CN(C=O)C.C(Cl)(=O)C([Cl:19])=O. The catalyst is C(Cl)Cl. The product is [CH3:1][O:2][C:3](=[O:10])[CH2:4][CH:5]([CH3:9])[C:6]([Cl:19])=[O:7]. The yield is 0.960. (2) The reactants are Cl[C:2]1[C:7]2[NH:8][C:9]3[C:14]([C:6]=2[C:5]([C:16]2[CH:21]=[CH:20][CH:19]=[C:18]([S:22]([CH2:25][CH3:26])(=[O:24])=[O:23])[CH:17]=2)=[CH:4][N:3]=1)=[CH:13][C:12]([CH3:15])=[CH:11][N:10]=3.[CH3:27][N:28](C=O)C. The catalyst is [C-]#N.[Zn+2].[C-]#N.C1C=CC([P]([Pd]([P](C2C=CC=CC=2)(C2C=CC=CC=2)C2C=CC=CC=2)([P](C2C=CC=CC=2)(C2C=CC=CC=2)C2C=CC=CC=2)[P](C2C=CC=CC=2)(C2C=CC=CC=2)C2C=CC=CC=2)(C2C=CC=CC=2)C2C=CC=CC=2)=CC=1. The product is [CH2:25]([S:22]([C:18]1[CH:17]=[C:16]([C:5]2[C:6]3[C:14]4[CH:13]=[C:12]([CH3:15])[CH:11]=[N:10][C:9]=4[NH:8][C:7]=3[C:2]([C:27]#[N:28])=[N:3][CH:4]=2)[CH:21]=[CH:20][CH:19]=1)(=[O:24])=[O:23])[CH3:26]. The yield is 0.860.